Dataset: Catalyst prediction with 721,799 reactions and 888 catalyst types from USPTO. Task: Predict which catalyst facilitates the given reaction. (1) Reactant: [CH2:1]([O:8][C:9]([N:11]1[CH:15]([C:16]([OH:18])=O)[CH2:14][S:13][C@@H:12]1[C:19]1[CH:24]=[CH:23][C:22]([C:25]([O:27][CH3:28])=[O:26])=[CH:21][CH:20]=1)=[O:10])[C:2]1[CH:7]=[CH:6][CH:5]=[CH:4][CH:3]=1.CCN(C(C)C)C(C)C.CN(C(ON1N=NC2C=CC=NC1=2)=[N+](C)C)C.F[P-](F)(F)(F)(F)F.[NH2:62][C:63]1[S:64][CH:65]=[C:66]([C:68]2[CH:79]=[CH:78][C:71]([C:72]([NH:74][CH:75]3[CH2:77][CH2:76]3)=[O:73])=[CH:70][CH:69]=2)[N:67]=1. Product: [CH2:1]([O:8][C:9]([N:11]1[CH:15]([C:16](=[O:18])[NH:62][C:63]2[S:64][CH:65]=[C:66]([C:68]3[CH:69]=[CH:70][C:71]([C:72](=[O:73])[NH:74][CH:75]4[CH2:77][CH2:76]4)=[CH:78][CH:79]=3)[N:67]=2)[CH2:14][S:13][C@@H:12]1[C:19]1[CH:24]=[CH:23][C:22]([C:25]([O:27][CH3:28])=[O:26])=[CH:21][CH:20]=1)=[O:10])[C:2]1[CH:7]=[CH:6][CH:5]=[CH:4][CH:3]=1. The catalyst class is: 3. (2) Reactant: [CH2:1]([O:8][C:9]1[CH:21]=[CH:20][C:12]([C:13]([CH:15]([C:18]#[N:19])[C:16]#[N:17])=[O:14])=[CH:11][CH:10]=1)[C:2]1[CH:7]=[CH:6][CH:5]=[CH:4][CH:3]=1.[C:22](=O)(O)[O-].[Na+].S(OC)(OC)(=O)=O. Product: [CH2:1]([O:8][C:9]1[CH:10]=[CH:11][C:12]([C:13]([O:14][CH3:22])=[C:15]([C:18]#[N:19])[C:16]#[N:17])=[CH:20][CH:21]=1)[C:2]1[CH:3]=[CH:4][CH:5]=[CH:6][CH:7]=1. The catalyst class is: 38. (3) Reactant: [OH:1][C:2]1[CH:7]=[CH:6][CH:5]=[CH:4][C:3]=1[CH2:8][C:9]([C:11]1[C:19]2[C:14](=[CH:15][CH:16]=[CH:17][CH:18]=2)[N:13]([CH2:20][CH2:21][CH2:22][CH2:23][CH3:24])[CH:12]=1)=[O:10].C(=O)([O-])[O-].[K+].[K+].Br[CH2:32][C:33]([O:35][C:36]([CH3:39])([CH3:38])[CH3:37])=[O:34]. Product: [O:10]=[C:9]([C:11]1[C:19]2[C:14](=[CH:15][CH:16]=[CH:17][CH:18]=2)[N:13]([CH2:20][CH2:21][CH2:22][CH2:23][CH3:24])[CH:12]=1)[CH2:8][C:3]1[CH:4]=[CH:5][CH:6]=[CH:7][C:2]=1[O:1][CH2:32][C:33]([O:35][C:36]([CH3:39])([CH3:38])[CH3:37])=[O:34]. The catalyst class is: 10. (4) Reactant: [S:1]1[C:5]([C:6]([C:8]2[C:16]3[C:11](=[CH:12][CH:13]=[CH:14][CH:15]=3)[N:10]([C@@H:17]3[O:34][C@H:33]([CH2:35][O:36][C:37](=[O:39])[CH3:38])[C@@H:28]([O:29][C:30](=[O:32])[CH3:31])[C@H:23]([O:24][C:25](=[O:27])[CH3:26])[C@H:18]3[O:19][C:20](=[O:22])[CH3:21])[CH:9]=2)=O)=[CH:4][C:3]2[CH:40]=[CH:41][CH:42]=[CH:43][C:2]1=2.[BH4-].[Na+]. Product: [C:20]([O:19][C@@H:18]1[C@@H:23]([O:24][C:25](=[O:27])[CH3:26])[C@H:28]([O:29][C:30](=[O:32])[CH3:31])[C@@H:33]([CH2:35][O:36][C:37](=[O:39])[CH3:38])[O:34][C@H:17]1[N:10]1[C:11]2[C:16](=[CH:15][CH:14]=[CH:13][CH:12]=2)[C:8]([CH2:6][C:5]2[S:1][C:2]3[CH:43]=[CH:42][CH:41]=[CH:40][C:3]=3[CH:4]=2)=[CH:9]1)(=[O:22])[CH3:21]. The catalyst class is: 214. (5) Product: [Cl:28][C:26]1[CH:25]=[C:24]([S:29]([NH:1][C:2]2[CH:3]=[C:4]([CH:16]=[CH:17][C:18]=2[O:19][CH3:20])[C:5]([NH:7][C:8]2[CH:13]=[CH:12][C:11]([Cl:14])=[C:10]([Cl:15])[CH:9]=2)=[O:6])(=[O:30])=[O:31])[CH:23]=[C:22]([Cl:21])[CH:27]=1. The catalyst class is: 277. Reactant: [NH2:1][C:2]1[CH:3]=[C:4]([CH:16]=[CH:17][C:18]=1[O:19][CH3:20])[C:5]([NH:7][C:8]1[CH:13]=[CH:12][C:11]([Cl:14])=[C:10]([Cl:15])[CH:9]=1)=[O:6].[Cl:21][C:22]1[CH:23]=[C:24]([S:29](Cl)(=[O:31])=[O:30])[CH:25]=[C:26]([Cl:28])[CH:27]=1.